From a dataset of Reaction yield outcomes from USPTO patents with 853,638 reactions. Predict the reaction yield, written as a fraction of the theoretical maximum amount of product (1.0 means a 100% yield; for example, 0.34 means a 34% yield). (1) The reactants are C1(C[N:8]2[CH2:17][CH2:16][N:15]3[C@H:10]([CH2:11][O:12][CH2:13][CH2:14]3)[CH2:9]2)C=CC=CC=1.[ClH:18]. The catalyst is CO.[Pd]. The product is [ClH:18].[ClH:18].[CH2:11]1[C@@H:10]2[CH2:9][NH:8][CH2:17][CH2:16][N:15]2[CH2:14][CH2:13][O:12]1. The yield is 0.990. (2) The reactants are [CH2:1]([O:3][C:4]([C:6]1[NH:7][C:8]([CH3:20])=[C:9]([C:12](=[O:19])[C:13]2[CH:18]=[CH:17][CH:16]=[CH:15][CH:14]=2)[C:10]=1[CH3:11])=[O:5])[CH3:2].C(O)(=[O:23])C.O. The catalyst is O1CCCC1. The product is [CH2:1]([O:3][C:4]([C:6]1[NH:7][C:8]([CH:20]=[O:23])=[C:9]([C:12](=[O:19])[C:13]2[CH:18]=[CH:17][CH:16]=[CH:15][CH:14]=2)[C:10]=1[CH3:11])=[O:5])[CH3:2]. The yield is 0.750.